This data is from CYP2C9 inhibition data for predicting drug metabolism from PubChem BioAssay. The task is: Regression/Classification. Given a drug SMILES string, predict its absorption, distribution, metabolism, or excretion properties. Task type varies by dataset: regression for continuous measurements (e.g., permeability, clearance, half-life) or binary classification for categorical outcomes (e.g., BBB penetration, CYP inhibition). Dataset: cyp2c9_veith. (1) The drug is NC(=O)Nc1ccc([As](=O)(O)O)cc1. The result is 0 (non-inhibitor). (2) The drug is O=[N+]([O-])c1ccc(-c2cnc(SCc3ccccc3Cl)[nH]2)cc1. The result is 1 (inhibitor).